Predict the reactants needed to synthesize the given product. From a dataset of Full USPTO retrosynthesis dataset with 1.9M reactions from patents (1976-2016). (1) Given the product [N+:25]([C:21]1[CH:20]=[C:19]([C:11]2[C:10]([C:8]3[CH:7]=[CH:6][N:5]=[C:4]([NH:35][C:36]4[CH:41]=[CH:40][CH:39]=[CH:38][CH:37]=4)[N:9]=3)=[C:14]3[CH:15]=[CH:16][CH:17]=[CH:18][N:13]3[N:12]=2)[CH:24]=[CH:23][CH:22]=1)([O-:27])=[O:26], predict the reactants needed to synthesize it. The reactants are: CS([C:4]1[N:9]=[C:8]([C:10]2[C:11]([C:19]3[CH:24]=[CH:23][CH:22]=[C:21]([N+:25]([O-:27])=[O:26])[CH:20]=3)=[N:12][N:13]3[CH:18]=[CH:17][CH:16]=[CH:15][C:14]=23)[CH:7]=[CH:6][N:5]=1)=O.CCOC(C)=O.Cl.[NH2:35][C:36]1[CH:41]=[CH:40][CH:39]=[CH:38][CH:37]=1. (2) Given the product [CH3:1][C:2]1[CH:7]=[CH:6][CH:5]=[C:4]([CH3:8])[C:3]=1[CH2:9][C:10]1[N:19]([C:13]2[CH:14]=[CH:15][CH:16]=[CH:17][CH:18]=2)[C:20](=[S:23])[NH:21][N:22]=1, predict the reactants needed to synthesize it. The reactants are: [CH3:1][C:2]1[CH:7]=[CH:6][CH:5]=[C:4]([CH3:8])[C:3]=1[CH2:9][C:10](O)=O.[C:13]1([NH:19][C:20](=[S:23])[NH:21][NH2:22])[CH:18]=[CH:17][CH:16]=[CH:15][CH:14]=1.